This data is from Catalyst prediction with 721,799 reactions and 888 catalyst types from USPTO. The task is: Predict which catalyst facilitates the given reaction. (1) Reactant: [CH3:1][S:2]([NH:5][CH2:6][C:7]1[CH:12]=[CH:11][C:10]([CH:13]([CH3:17])[C:14]([OH:16])=O)=[CH:9][CH:8]=1)(=[O:4])=[O:3].[C:18]1([CH3:36])[CH:23]=[CH:22][CH:21]=[C:20]([C:24]2[C:29]([CH2:30][NH2:31])=[CH:28][CH:27]=[C:26]([C:32]([F:35])([F:34])[F:33])[N:25]=2)[CH:19]=1.CN(C)CCCN=C=NCC.ON1C2C=CC=CC=2N=N1.C(N(CC)CC)C. Product: [CH3:1][S:2]([NH:5][CH2:6][C:7]1[CH:8]=[CH:9][C:10]([CH:13]([CH3:17])[C:14]([NH:31][CH2:30][C:29]2[C:24]([C:20]3[CH:19]=[C:18]([CH3:36])[CH:23]=[CH:22][CH:21]=3)=[N:25][C:26]([C:32]([F:35])([F:33])[F:34])=[CH:27][CH:28]=2)=[O:16])=[CH:11][CH:12]=1)(=[O:3])=[O:4]. The catalyst class is: 115. (2) Reactant: C=O.[C:3](O)(=O)C.C(O[BH-](OC(=O)C)OC(=O)C)(=O)C.[Na+].[OH:21][C:22]1[CH:49]=[CH:48][C:47]([CH:50]2[CH2:55][CH2:54][CH2:53][CH2:52][NH:51]2)=[CH:46][C:23]=1[C:24]([NH:26][C:27]1[CH:39]=[C:38]([C:40]2[CH:45]=[CH:44][CH:43]=[CH:42][CH:41]=2)[CH:37]=[CH:36][C:28]=1[C:29]([O:31][C:32]([CH3:35])([CH3:34])[CH3:33])=[O:30])=[O:25]. Product: [OH:21][C:22]1[CH:49]=[CH:48][C:47]([CH:50]2[CH2:55][CH2:54][CH2:53][CH2:52][N:51]2[CH3:3])=[CH:46][C:23]=1[C:24]([NH:26][C:27]1[CH:39]=[C:38]([C:40]2[CH:45]=[CH:44][CH:43]=[CH:42][CH:41]=2)[CH:37]=[CH:36][C:28]=1[C:29]([O:31][C:32]([CH3:35])([CH3:34])[CH3:33])=[O:30])=[O:25]. The catalyst class is: 2. (3) Reactant: [F:1][C:2]([F:22])([F:21])[C:3]1[CH:4]=[CH:5][CH:6]=[C:7]2[C:12]=1[N:11]=[CH:10][CH:9]=[C:8]2[C:13]1[CH:14]=[C:15]([CH:18]=[CH:19][CH:20]=1)[CH:16]=O.[NH2:23][C:24]1[CH:33]=[CH:32][CH:31]=[C:30]2[C:25]=1[CH:26]=[CH:27][CH:28]=[C:29]2[CH2:34][C:35]([OH:37])=[O:36].[BH-](OC(C)=O)(OC(C)=O)OC(C)=O.[Na+].C(O)(=O)C. Product: [F:22][C:2]([F:1])([F:21])[C:3]1[CH:4]=[CH:5][CH:6]=[C:7]2[C:12]=1[N:11]=[CH:10][CH:9]=[C:8]2[C:13]1[CH:14]=[C:15]([CH:18]=[CH:19][CH:20]=1)[CH2:16][NH:23][C:24]1[CH:33]=[CH:32][CH:31]=[C:30]2[C:25]=1[CH:26]=[CH:27][CH:28]=[C:29]2[CH2:34][C:35]([OH:37])=[O:36]. The catalyst class is: 3.